This data is from Forward reaction prediction with 1.9M reactions from USPTO patents (1976-2016). The task is: Predict the product of the given reaction. (1) Given the reactants [CH3:1][O:2][C:3]([C:5]1[CH:10]([C:11]2[CH:16]=[CH:15][C:14]([C:17]#[N:18])=[CH:13][CH:12]=2)[N:9]2[C:19](=[O:31])[N:20]([CH2:22][C:23]3[CH:28]=[CH:27][C:26]([CH2:29]Br)=[CH:25][CH:24]=3)[N:21]=[C:8]2[N:7]([C:32]2[CH:37]=[CH:36][CH:35]=[C:34]([C:38]([F:41])([F:40])[F:39])[CH:33]=2)[C:6]=1[CH3:42])=[O:4].[CH3:43][NH:44][CH3:45], predict the reaction product. The product is: [CH3:1][O:2][C:3]([C:5]1[CH:10]([C:11]2[CH:16]=[CH:15][C:14]([C:17]#[N:18])=[CH:13][CH:12]=2)[N:9]2[C:19](=[O:31])[N:20]([CH2:22][C:23]3[CH:28]=[CH:27][C:26]([CH2:29][N:44]([CH3:45])[CH3:43])=[CH:25][CH:24]=3)[N:21]=[C:8]2[N:7]([C:32]2[CH:37]=[CH:36][CH:35]=[C:34]([C:38]([F:41])([F:40])[F:39])[CH:33]=2)[C:6]=1[CH3:42])=[O:4]. (2) Given the reactants N1([C:6]([C:8]2[C:9]([CH3:16])=[C:10]([CH:14]=O)[NH:11][C:12]=2[CH3:13])=[O:7])C=CN=C1.[CH2:17]([N:19]([CH2:23][CH3:24])[CH2:20][CH2:21][NH2:22])[CH3:18].[F:25][C:26]1[CH:27]=[C:28]2[C:32](=[CH:33][CH:34]=1)[NH:31][C:30](=[O:35])[CH2:29]2.C(N(CC)CC)C, predict the reaction product. The product is: [CH2:17]([N:19]([CH2:23][CH3:24])[CH2:20][CH2:21][NH:22][C:6]([C:8]1[C:9]([CH3:16])=[C:10](/[CH:14]=[C:29]2\[C:30](=[O:35])[NH:31][C:32]3[C:28]\2=[CH:27][C:26]([F:25])=[CH:34][CH:33]=3)[NH:11][C:12]=1[CH3:13])=[O:7])[CH3:18]. (3) Given the reactants [C:1]([O:10][CH2:11][C:12]1[CH:17]=[CH:16][CH:15]=[CH:14][CH:13]=1)(=[O:9])[CH2:2][CH2:3][CH2:4][CH2:5][C:6]([O-:8])=O.[CH3:18][C:19]1([CH3:27])[CH2:24][C:23](=[O:25])[CH2:22][C:21](=[O:26])[CH2:20]1.C1(N=C=NC2CCCCC2)CCCCC1.CCOC(C)=O.CCCCCC, predict the reaction product. The product is: [OH:8][C:6](=[C:22]1[C:23](=[O:25])[CH2:24][C:19]([CH3:27])([CH3:18])[CH2:20][C:21]1=[O:26])[CH2:5][CH2:4][CH2:3][CH2:2][C:1]([O:10][CH2:11][C:12]1[CH:17]=[CH:16][CH:15]=[CH:14][CH:13]=1)=[O:9]. (4) Given the reactants [CH3:1][C:2]1[S:3][CH:4]=[CH:5][C:6]=1Br.[F:8][C:9]([F:20])([F:19])[C:10]1[CH:15]=[CH:14][C:13](B(O)O)=[CH:12][CH:11]=1.C([O-])([O-])=O.[K+].[K+].C(O)CO, predict the reaction product. The product is: [CH3:1][C:2]1[S:3][CH:4]=[CH:5][C:6]=1[C:13]1[CH:14]=[CH:15][C:10]([C:9]([F:20])([F:19])[F:8])=[CH:11][CH:12]=1. (5) Given the reactants [NH2:1][C:2]1[C:7]([Br:8])=[CH:6][C:5]([C:9](=[O:14])[CH2:10][CH2:11][CH2:12][Cl:13])=[CH:4][C:3]=1[Br:15].[NH:16]1[CH2:21][CH2:20][CH:19]([N:22]2[C:26]3[CH:27]=[CH:28][CH:29]=[CH:30][C:25]=3[NH:24][C:23]2=[O:31])[CH2:18][CH2:17]1.C(=O)([O-])[O-].[Na+].[Na+].[I-].[K+], predict the reaction product. The product is: [ClH:13].[NH2:1][C:2]1[C:7]([Br:8])=[CH:6][C:5]([C:9](=[O:14])[CH2:10][CH2:11][CH2:12][N:16]2[CH2:17][CH2:18][CH:19]([N:22]3[C:26]4[CH:27]=[CH:28][CH:29]=[CH:30][C:25]=4[NH:24][C:23]3=[O:31])[CH2:20][CH2:21]2)=[CH:4][C:3]=1[Br:15]. (6) Given the reactants [Br:1][C:2]1[CH:3]=[C:4]([CH:9]2[CH:14]([CH:15]=[CH2:16])[CH2:13][CH2:12][O:11][CH:10]2[OH:17])[CH:5]=[CH:6][C:7]=1[F:8].[F:18][C:19]([F:34])([F:33])[C:20]1[CH:21]=[C:22]([C@H:30](O)[CH3:31])[CH:23]=[C:24]([C:26]([F:29])([F:28])[F:27])[CH:25]=1, predict the reaction product. The product is: [F:18][C:19]([F:33])([F:34])[C:20]1[CH:21]=[C:22]([C@H:30]([O:17][C@@H:10]2[C@@H:9]([C:4]3[CH:5]=[CH:6][C:7]([F:8])=[C:2]([Br:1])[CH:3]=3)[C@H:14]([CH:15]=[CH2:16])[CH2:13][CH2:12][O:11]2)[CH3:31])[CH:23]=[C:24]([C:26]([F:27])([F:28])[F:29])[CH:25]=1. (7) Given the reactants B(Br)(Br)Br.[CH:5]1([N:10]2[CH2:19][CH2:18][C:17]3[C:12](=[CH:13][C:14]([O:20]C)=[CH:15][CH:16]=3)[C:11]2=[O:22])[CH2:9][CH2:8][CH2:7][CH2:6]1, predict the reaction product. The product is: [CH:5]1([N:10]2[CH2:19][CH2:18][C:17]3[C:12](=[CH:13][C:14]([OH:20])=[CH:15][CH:16]=3)[C:11]2=[O:22])[CH2:6][CH2:7][CH2:8][CH2:9]1.